Dataset: Catalyst prediction with 721,799 reactions and 888 catalyst types from USPTO. Task: Predict which catalyst facilitates the given reaction. (1) Reactant: [O:1]1[C:5]2[CH:6]=[CH:7][C:8]([C:10](Cl)=[O:11])=[CH:9][C:4]=2[O:3][CH2:2]1.[CH3:13][O:14][C:15]1[CH:16]=[C:17]([CH2:23][CH2:24][NH:25][CH2:26][C@@H:27]([C:29]2[CH:34]=[CH:33][CH:32]=[CH:31][CH:30]=2)[CH3:28])[CH:18]=[CH:19][C:20]=1[O:21][CH3:22]. Product: [CH3:13][O:14][C:15]1[CH:16]=[C:17]([CH2:23][CH2:24][N:25]([CH2:26][C@@H:27]([C:29]2[CH:30]=[CH:31][CH:32]=[CH:33][CH:34]=2)[CH3:28])[C:10]([C:8]2[CH:7]=[CH:6][C:5]3[O:1][CH2:2][O:3][C:4]=3[CH:9]=2)=[O:11])[CH:18]=[CH:19][C:20]=1[O:21][CH3:22]. The catalyst class is: 66. (2) Reactant: [C:1]([O:5][C:6](=[O:20])[C@@H:7]([N:9]1[C:17](=[O:18])[C:16]2[C:11](=[CH:12][CH:13]=[CH:14][CH:15]=2)[C:10]1=[O:19])[CH3:8])([CH3:4])([CH3:3])[CH3:2].[BH4-].[Na+]. Product: [C:1]([O:5][C:6](=[O:20])[C@@H:7]([N:9]1[C:10](=[O:19])[C:11]2[C:16](=[CH:15][CH:14]=[CH:13][CH:12]=2)[CH:17]1[OH:18])[CH3:8])([CH3:2])([CH3:3])[CH3:4]. The catalyst class is: 36. (3) Reactant: C(O[CH:4]=[C:5]([C:11]([O:13][CH2:14][CH3:15])=[O:12])[C:6]([O:8][CH2:9][CH3:10])=[O:7])C.[CH3:16][C:17]1[N:22]=[C:21]([NH2:23])[CH:20]=[CH:19][CH:18]=1. Product: [CH2:14]([O:13][C:11](=[O:12])[C:5](=[CH:4][NH:23][C:21]1[CH:20]=[CH:19][CH:18]=[C:17]([CH3:16])[N:22]=1)[C:6]([O:8][CH2:9][CH3:10])=[O:7])[CH3:15]. The catalyst class is: 11.